Dataset: NCI-60 drug combinations with 297,098 pairs across 59 cell lines. Task: Regression. Given two drug SMILES strings and cell line genomic features, predict the synergy score measuring deviation from expected non-interaction effect. (1) Drug 1: CC1C(C(=O)NC(C(=O)N2CCCC2C(=O)N(CC(=O)N(C(C(=O)O1)C(C)C)C)C)C(C)C)NC(=O)C3=C4C(=C(C=C3)C)OC5=C(C(=O)C(=C(C5=N4)C(=O)NC6C(OC(=O)C(N(C(=O)CN(C(=O)C7CCCN7C(=O)C(NC6=O)C(C)C)C)C)C(C)C)C)N)C. Drug 2: CC1=C(C(=O)C2=C(C1=O)N3CC4C(C3(C2COC(=O)N)OC)N4)N. Cell line: SK-MEL-28. Synergy scores: CSS=26.2, Synergy_ZIP=-4.74, Synergy_Bliss=-2.07, Synergy_Loewe=0.859, Synergy_HSA=1.14. (2) Drug 1: CS(=O)(=O)OCCCCOS(=O)(=O)C. Drug 2: CC1=C(C(=O)C2=C(C1=O)N3CC4C(C3(C2COC(=O)N)OC)N4)N. Cell line: U251. Synergy scores: CSS=41.9, Synergy_ZIP=1.60, Synergy_Bliss=4.53, Synergy_Loewe=-11.7, Synergy_HSA=2.20. (3) Drug 1: CC(CN1CC(=O)NC(=O)C1)N2CC(=O)NC(=O)C2. Drug 2: CN(C(=O)NC(C=O)C(C(C(CO)O)O)O)N=O. Cell line: EKVX. Synergy scores: CSS=2.17, Synergy_ZIP=-3.24, Synergy_Bliss=-3.86, Synergy_Loewe=-5.43, Synergy_HSA=-2.77. (4) Drug 1: CN(CCCl)CCCl.Cl. Drug 2: CC(C)NC(=O)C1=CC=C(C=C1)CNNC.Cl. Cell line: SK-OV-3. Synergy scores: CSS=-2.42, Synergy_ZIP=3.05, Synergy_Bliss=4.92, Synergy_Loewe=0.696, Synergy_HSA=-0.161.